From a dataset of Forward reaction prediction with 1.9M reactions from USPTO patents (1976-2016). Predict the product of the given reaction. Given the reactants [F:1][C:2]1[CH:3]=[C:4]([C:8]2[C@:9]3([CH2:25][CH2:24][C@H:23]4[C@@H:14]([CH2:15][CH2:16][C:17]5[CH:18]=[C:19]([C:26](O)=[O:27])[CH:20]=[CH:21][C:22]=54)[C@@H:11]3[CH2:12][CH:13]=2)[CH3:10])[CH:5]=[N:6][CH:7]=1.Cl.[NH2:30][CH2:31][C:32]1([C:35]([O:37]C)=[O:36])[CH2:34][CH2:33]1, predict the reaction product. The product is: [F:1][C:2]1[CH:3]=[C:4]([C:8]2[C@:9]3([CH2:25][CH2:24][C@H:23]4[C@@H:14]([CH2:15][CH2:16][C:17]5[CH:18]=[C:19]([C:26]([NH:30][CH2:31][C:32]6([C:35]([OH:37])=[O:36])[CH2:33][CH2:34]6)=[O:27])[CH:20]=[CH:21][C:22]=54)[C@@H:11]3[CH2:12][CH:13]=2)[CH3:10])[CH:5]=[N:6][CH:7]=1.